From a dataset of Peptide-MHC class I binding affinity with 185,985 pairs from IEDB/IMGT. Regression. Given a peptide amino acid sequence and an MHC pseudo amino acid sequence, predict their binding affinity value. This is MHC class I binding data. The binding affinity (normalized) is 0.0847. The MHC is HLA-A11:01 with pseudo-sequence HLA-A11:01. The peptide sequence is ARLGKGYMF.